From a dataset of NCI-60 drug combinations with 297,098 pairs across 59 cell lines. Regression. Given two drug SMILES strings and cell line genomic features, predict the synergy score measuring deviation from expected non-interaction effect. (1) Drug 1: C1CCN(CC1)CCOC2=CC=C(C=C2)C(=O)C3=C(SC4=C3C=CC(=C4)O)C5=CC=C(C=C5)O. Drug 2: C1CC(=O)NC(=O)C1N2C(=O)C3=CC=CC=C3C2=O. Cell line: CCRF-CEM. Synergy scores: CSS=0.320, Synergy_ZIP=0.310, Synergy_Bliss=2.61, Synergy_Loewe=-0.751, Synergy_HSA=-0.803. (2) Drug 1: CCC1=CC2CC(C3=C(CN(C2)C1)C4=CC=CC=C4N3)(C5=C(C=C6C(=C5)C78CCN9C7C(C=CC9)(C(C(C8N6C)(C(=O)OC)O)OC(=O)C)CC)OC)C(=O)OC.C(C(C(=O)O)O)(C(=O)O)O. Drug 2: CC1=C(C(CCC1)(C)C)C=CC(=CC=CC(=CC(=O)O)C)C. Cell line: RXF 393. Synergy scores: CSS=29.6, Synergy_ZIP=2.71, Synergy_Bliss=-1.11, Synergy_Loewe=-8.74, Synergy_HSA=1.95. (3) Drug 1: CN(CC1=CN=C2C(=N1)C(=NC(=N2)N)N)C3=CC=C(C=C3)C(=O)NC(CCC(=O)O)C(=O)O. Drug 2: CC(C)CN1C=NC2=C1C3=CC=CC=C3N=C2N. Cell line: UO-31. Synergy scores: CSS=38.1, Synergy_ZIP=2.61, Synergy_Bliss=3.68, Synergy_Loewe=-14.0, Synergy_HSA=0.380. (4) Drug 1: C1=C(C(=O)NC(=O)N1)N(CCCl)CCCl. Drug 2: C1=NC2=C(N=C(N=C2N1C3C(C(C(O3)CO)O)F)Cl)N. Cell line: EKVX. Synergy scores: CSS=23.8, Synergy_ZIP=1.31, Synergy_Bliss=1.89, Synergy_Loewe=-22.2, Synergy_HSA=1.31. (5) Drug 1: C1CC(=O)NC(=O)C1N2CC3=C(C2=O)C=CC=C3N. Drug 2: C1CN1P(=S)(N2CC2)N3CC3. Cell line: NCI-H522. Synergy scores: CSS=11.1, Synergy_ZIP=-5.50, Synergy_Bliss=-3.46, Synergy_Loewe=-2.23, Synergy_HSA=-1.51. (6) Drug 1: CN(C)N=NC1=C(NC=N1)C(=O)N. Drug 2: COC1=C2C(=CC3=C1OC=C3)C=CC(=O)O2. Cell line: SK-MEL-28. Synergy scores: CSS=-3.28, Synergy_ZIP=2.00, Synergy_Bliss=-1.40, Synergy_Loewe=-4.86, Synergy_HSA=-4.59.